This data is from Forward reaction prediction with 1.9M reactions from USPTO patents (1976-2016). The task is: Predict the product of the given reaction. (1) Given the reactants [OH-:1].[Na+].Cl.[NH2:4]O.[C:6]([CH2:12][C:13]#[N:14])(=O)[C:7]([CH3:10])([CH3:9])[CH3:8], predict the reaction product. The product is: [C:7]([C:6]1[CH:12]=[C:13]([NH2:14])[O:1][N:4]=1)([CH3:10])([CH3:9])[CH3:8]. (2) Given the reactants [Mg].Br[CH2:3][CH2:4]/[CH:5]=[CH:6]\[CH2:7][CH2:8][CH2:9][CH2:10][CH3:11].[CH2:12]([CH:22]([CH2:25][CH2:26][CH2:27]/[CH:28]=[CH:29]\[CH2:30][CH2:31][CH2:32][CH2:33][CH3:34])[CH:23]=[O:24])[CH2:13][CH2:14]/[CH:15]=[CH:16]\[CH2:17][CH2:18][CH2:19][CH2:20][CH3:21].Cl, predict the reaction product. The product is: [CH2:12]([CH:22]([CH2:25][CH2:26][CH2:27]/[CH:28]=[CH:29]\[CH2:30][CH2:31][CH2:32][CH2:33][CH3:34])[CH:23]([OH:24])[CH2:3][CH2:4]/[CH:5]=[CH:6]\[CH2:7][CH2:8][CH2:9][CH2:10][CH3:11])[CH2:13][CH2:14]/[CH:15]=[CH:16]\[CH2:17][CH2:18][CH2:19][CH2:20][CH3:21]. (3) Given the reactants OS(O)(=O)=O.[Br:6][C:7]1[CH:15]=[CH:14][C:10]([C:11]([OH:13])=[O:12])=[CH:9][C:8]=1[C:16]([OH:18])=[O:17].[N+:19]([O-])([OH:21])=[O:20], predict the reaction product. The product is: [Br:6][C:7]1[C:15]([N+:19]([O-:21])=[O:20])=[CH:14][C:10]([C:11]([OH:13])=[O:12])=[CH:9][C:8]=1[C:16]([OH:18])=[O:17]. (4) Given the reactants [CH:1]1([N:7]2[C:11]3[N:12]=[C:13]([CH:17]4[CH2:20][N:19]([C:21]([NH:23]C(=O)C5C=CC=CC=5)=[S:22])[CH2:18]4)[NH:14][C:15](=[O:16])[C:10]=3[CH:9]=[N:8]2)[CH2:6][CH2:5][CH2:4][CH2:3][CH2:2]1.O, predict the reaction product. The product is: [CH:1]1([N:7]2[C:11]3[N:12]=[C:13]([CH:17]4[CH2:18][N:19]([C:21](=[S:22])[NH2:23])[CH2:20]4)[NH:14][C:15](=[O:16])[C:10]=3[CH:9]=[N:8]2)[CH2:2][CH2:3][CH2:4][CH2:5][CH2:6]1. (5) Given the reactants Br[C:2]1[CH:7]=[CH:6][C:5]([O:8][CH:9]2[CH2:12][N:11]([CH2:13][C:14]3[CH:19]=[CH:18][C:17]([C:20]([F:23])([F:22])[F:21])=[CH:16][CH:15]=3)[CH2:10]2)=[CH:4][N:3]=1.[CH3:24][C:25]1[CH:30]=[C:29](B2OC(C)(C)C(C)(C)O2)[CH:28]=[CH:27][C:26]=1[C:40]([N:42]1[CH2:46][CH2:45][CH2:44][CH2:43]1)=[O:41], predict the reaction product. The product is: [CH3:24][C:25]1[CH:30]=[C:29]([C:2]2[CH:7]=[CH:6][C:5]([O:8][CH:9]3[CH2:12][N:11]([CH2:13][C:14]4[CH:19]=[CH:18][C:17]([C:20]([F:23])([F:22])[F:21])=[CH:16][CH:15]=4)[CH2:10]3)=[CH:4][N:3]=2)[CH:28]=[CH:27][C:26]=1[C:40]([N:42]1[CH2:46][CH2:45][CH2:44][CH2:43]1)=[O:41]. (6) The product is: [CH2:1]([O:3][C:4]([C:6]1[C:7]([N:38]([CH3:39])[CH3:37])=[N:8][C:9]2[C:14]([C:15]=1[CH2:16][C:17]1[CH:22]=[CH:21][CH:20]=[CH:19][C:18]=1[Cl:23])=[CH:13][C:12]([Cl:24])=[CH:11][C:10]=2[C:25]([F:27])([F:26])[F:28])=[O:5])[CH3:2]. Given the reactants [CH2:1]([O:3][C:4]([C:6]1[C:7](OS(C(F)(F)F)(=O)=O)=[N:8][C:9]2[C:14]([C:15]=1[CH2:16][C:17]1[CH:22]=[CH:21][CH:20]=[CH:19][C:18]=1[Cl:23])=[CH:13][C:12]([Cl:24])=[CH:11][C:10]=2[C:25]([F:28])([F:27])[F:26])=[O:5])[CH3:2].[CH3:37][NH:38][CH3:39], predict the reaction product.